This data is from Reaction yield outcomes from USPTO patents with 853,638 reactions. The task is: Predict the reaction yield, written as a fraction of the theoretical maximum amount of product (1.0 means a 100% yield; for example, 0.34 means a 34% yield). (1) The reactants are [CH3:1][NH:2][CH2:3][C:4]1[N:5]([CH3:13])[C:6]2[C:11]([CH:12]=1)=[CH:10][CH:9]=[CH:8][CH:7]=2.[CH3:14][C:15]1([CH3:31])[O:20][C:19]2[CH:21]=[C:22]([CH:25]=[CH:26][C:27]([OH:29])=O)[CH:23]=[N:24][C:18]=2[NH:17][C:16]1=[O:30]. No catalyst specified. The product is [CH3:31][C:15]1([CH3:14])[O:20][C:19]2[CH:21]=[C:22](/[CH:25]=[CH:26]/[C:27]([N:2]([CH3:1])[CH2:3][C:4]3[N:5]([CH3:13])[C:6]4[C:11]([CH:12]=3)=[CH:10][CH:9]=[CH:8][CH:7]=4)=[O:29])[CH:23]=[N:24][C:18]=2[NH:17][C:16]1=[O:30]. The yield is 0.640. (2) The reactants are [CH:1]([O:4][C:5]([N:7]1[CH2:12][CH2:11][CH:10]([CH:13]2[CH2:17][C:16]3[CH:18]=[C:19](B4OC(C)(C)C(C)(C)O4)[CH:20]=[CH:21][C:15]=3[O:14]2)[CH2:9][CH2:8]1)=[O:6])([CH3:3])[CH3:2].Br[C:32]1[CH:39]=[CH:38][C:35]([C:36]#[N:37])=[CH:34][CH:33]=1. No catalyst specified. The product is [CH:1]([O:4][C:5]([N:7]1[CH2:8][CH2:9][CH:10]([CH:13]2[CH2:17][C:16]3[CH:18]=[C:19]([C:32]4[CH:39]=[CH:38][C:35]([C:36]#[N:37])=[CH:34][CH:33]=4)[CH:20]=[CH:21][C:15]=3[O:14]2)[CH2:11][CH2:12]1)=[O:6])([CH3:2])[CH3:3]. The yield is 0.660. (3) The product is [C:7]1([C:3]2[O:4][CH:5]=[CH:6][C:2]=2[B:13]([OH:18])[OH:14])[CH:12]=[CH:11][CH:10]=[CH:9][CH:8]=1. The catalyst is C1COCC1.Cl. The yield is 0.400. The reactants are Br[C:2]1[CH:6]=[CH:5][O:4][C:3]=1[C:7]1[CH:12]=[CH:11][CH:10]=[CH:9][CH:8]=1.[B:13](OC(C)C)([O:18]C(C)C)[O:14]C(C)C.[Li]CCCC. (4) The reactants are [Cl:1][C:2]1[CH:3]=[C:4]([NH:17][C:18]2[C:23]([C:24]#[C:25][C:26]3[CH:27]=[C:28]([NH:32][C:33](=O)[CH3:34])[CH:29]=[CH:30][CH:31]=3)=[CH:22][N:21]=[CH:20][N:19]=2)[CH:5]=[CH:6][C:7]=1[O:8][CH2:9][C:10]1[CH:15]=[CH:14][CH:13]=[C:12]([F:16])[CH:11]=1.COC1C=CC(P2(SP(C3C=CC(OC)=CC=3)(=S)S2)=[S:45])=CC=1. The catalyst is C1(C)C=CC=CC=1. The product is [Cl:1][C:2]1[CH:3]=[C:4]([NH:17][C:18]2[C:23]([C:24]#[C:25][C:26]3[CH:27]=[C:28]([NH:32][C:33](=[S:45])[CH3:34])[CH:29]=[CH:30][CH:31]=3)=[CH:22][N:21]=[CH:20][N:19]=2)[CH:5]=[CH:6][C:7]=1[O:8][CH2:9][C:10]1[CH:15]=[CH:14][CH:13]=[C:12]([F:16])[CH:11]=1. The yield is 0.460. (5) The reactants are [CH3:1][N:2]1[CH2:6][CH2:5][CH2:4][CH:3]1[C:7]1[CH:8]=[CH:9][C:10]2[N:11]([CH:13]=[C:14]([C:16]([OH:18])=O)[N:15]=2)[CH:12]=1.CCN(C(C)C)C(C)C.CN(C(ON1N=NC2C=CC=NC1=2)=[N+](C)C)C.F[P-](F)(F)(F)(F)F.[NH2:52][CH:53]1[CH2:58][CH2:57][CH:56]([N:59]2[C:64](=[O:65])[C:63]3[CH:66]=[C:67]([F:70])[CH:68]=[N:69][C:62]=3[N:61]([CH:71]3[CH2:76][CH2:75][S:74][CH2:73][CH2:72]3)[C:60]2=[O:77])[CH2:55][CH2:54]1. The catalyst is CN(C=O)C.O. The product is [F:70][C:67]1[CH:68]=[N:69][C:62]2[N:61]([CH:71]3[CH2:76][CH2:75][S:74][CH2:73][CH2:72]3)[C:60](=[O:77])[N:59]([C@@H:56]3[CH2:55][CH2:54][C@H:53]([NH:52][C:16]([C:14]4[N:15]=[C:10]5[CH:9]=[CH:8][C:7]([CH:3]6[CH2:4][CH2:5][CH2:6][N:2]6[CH3:1])=[CH:12][N:11]5[CH:13]=4)=[O:18])[CH2:58][CH2:57]3)[C:64](=[O:65])[C:63]=2[CH:66]=1. The yield is 0.390. (6) The reactants are [CH3:1][O:2][CH2:3][C@@H:4]1[N:9]([C:10]([O:12][CH2:13][C:14]2[CH:19]=[CH:18][CH:17]=[CH:16][CH:15]=2)=[O:11])[CH2:8][C@@H:7]([C:20]([O:22]C)=[O:21])[CH2:6][CH2:5]1.[Li+].[OH-]. The catalyst is O1CCCC1.O. The product is [CH2:13]([O:12][C:10]([N:9]1[C@@H:4]([CH2:3][O:2][CH3:1])[CH2:5][CH2:6][C@H:7]([C:20]([OH:22])=[O:21])[CH2:8]1)=[O:11])[C:14]1[CH:19]=[CH:18][CH:17]=[CH:16][CH:15]=1. The yield is 1.00. (7) The reactants are Cl[C:2]1[N:7]=[CH:6][C:5]([C:8]2[CH:17]=[C:16]3[C:11]([CH:12]=[C:13]([NH:18][C:19]([CH:21]4[CH2:23][CH2:22]4)=[O:20])[N:14]=[CH:15]3)=[CH:10][CH:9]=2)=[C:4]([CH3:24])[C:3]=1[F:25].C(O)C.C(=O)(O)[O-].[Na+]. The catalyst is [Pd]. The product is [F:25][C:3]1[C:4]([CH3:24])=[C:5]([C:8]2[CH:17]=[C:16]3[C:11]([CH:12]=[C:13]([NH:18][C:19]([CH:21]4[CH2:22][CH2:23]4)=[O:20])[N:14]=[CH:15]3)=[CH:10][CH:9]=2)[CH:6]=[N:7][CH:2]=1. The yield is 0.480.